Predict the reaction yield, written as a fraction of the theoretical maximum amount of product (1.0 means a 100% yield; for example, 0.34 means a 34% yield). From a dataset of Reaction yield outcomes from USPTO patents with 853,638 reactions. (1) The reactants are [Cl:1][C:2]1[CH:7]=[CH:6][C:5]([S:8]([CH2:11][CH:12]([CH2:15][CH2:16][CH2:17][CH3:18])[CH:13]=[O:14])(=[O:10])=[O:9])=[CH:4][CH:3]=1.O[CH:20]([CH:22]=[CH2:23])[CH3:21].C1(C)C=CC(S(O)(=O)=O)=CC=1. The catalyst is C1(C)C=CC=CC=1.C(OCC)(=O)C. The product is [CH2:15]([C:12]([CH2:11][S:8]([C:5]1[CH:4]=[CH:3][C:2]([Cl:1])=[CH:7][CH:6]=1)(=[O:9])=[O:10])([CH2:21]/[CH:20]=[CH:22]/[CH3:23])[CH:13]=[O:14])[CH2:16][CH2:17][CH3:18]. The yield is 0.980. (2) The catalyst is C1C=CC([P]([Pd]([P](C2C=CC=CC=2)(C2C=CC=CC=2)C2C=CC=CC=2)([P](C2C=CC=CC=2)(C2C=CC=CC=2)C2C=CC=CC=2)[P](C2C=CC=CC=2)(C2C=CC=CC=2)C2C=CC=CC=2)(C2C=CC=CC=2)C2C=CC=CC=2)=CC=1.O. The reactants are Br[C:2]1[CH:3]=[CH:4][C:5]2[O:11][CH2:10][CH2:9][N:8]3[CH:12]=[C:13]([C:15]4[N:19]([CH:20]([CH3:22])[CH3:21])[N:18]=[CH:17][N:16]=4)[N:14]=[C:7]3[C:6]=2[CH:23]=1.[F:24][C:25]1[C:30](B(O)O)=[CH:29][CH:28]=[CH:27][N:26]=1.C([O-])(=O)C.[K+].CN(C=O)C. The yield is 0.800. The product is [F:24][C:25]1[C:30]([C:2]2[CH:3]=[CH:4][C:5]3[O:11][CH2:10][CH2:9][N:8]4[CH:12]=[C:13]([C:15]5[N:19]([CH:20]([CH3:22])[CH3:21])[N:18]=[CH:17][N:16]=5)[N:14]=[C:7]4[C:6]=3[CH:23]=2)=[CH:29][CH:28]=[CH:27][N:26]=1. (3) The reactants are [N+:1]([C:4]1[CH:23]=[CH:22][CH:21]=[C:6]2[C:7]([N:9]([C:12]3([CH3:20])[CH2:17][CH2:16][C:15](=[O:18])[NH:14][C:13]3=[O:19])[C:10](=[O:11])[C:5]=12)=[O:8])([O-])=O.[H][H]. The catalyst is CC(C)=O.C(OCC)(=O)C.[Pd]. The product is [NH2:1][C:4]1[CH:23]=[CH:22][CH:21]=[C:6]2[C:7]([N:9]([C:12]3([CH3:20])[CH2:17][CH2:16][C:15](=[O:18])[NH:14][C:13]3=[O:19])[C:10](=[O:11])[C:5]=12)=[O:8]. The yield is 0.820. (4) The reactants are [Cl-].[Al+3].[Cl-].[Cl-].[S:5]1[C:9]2[CH:10]=[CH:11][CH:12]=[CH:13][C:8]=2[NH:7][C:6]1=[O:14].[Br:15][CH:16]([CH2:20][CH3:21])[C:17](Br)=[O:18]. The catalyst is C(Cl)Cl. The product is [Br:15][CH:16]([CH2:20][CH3:21])[C:17]([C:11]1[CH:12]=[CH:13][C:8]2[NH:7][C:6](=[O:14])[S:5][C:9]=2[CH:10]=1)=[O:18]. The yield is 0.630.